This data is from NCI-60 drug combinations with 297,098 pairs across 59 cell lines. The task is: Regression. Given two drug SMILES strings and cell line genomic features, predict the synergy score measuring deviation from expected non-interaction effect. Drug 2: CC1=C(C=C(C=C1)NC(=O)C2=CC=C(C=C2)CN3CCN(CC3)C)NC4=NC=CC(=N4)C5=CN=CC=C5. Drug 1: CNC(=O)C1=CC=CC=C1SC2=CC3=C(C=C2)C(=NN3)C=CC4=CC=CC=N4. Synergy scores: CSS=3.92, Synergy_ZIP=2.28, Synergy_Bliss=4.90, Synergy_Loewe=0.602, Synergy_HSA=1.46. Cell line: SK-OV-3.